This data is from Full USPTO retrosynthesis dataset with 1.9M reactions from patents (1976-2016). The task is: Predict the reactants needed to synthesize the given product. (1) Given the product [Cl:25][C:22]1[CH:23]=[CH:24][C:19]2[O:18][CH:17]([CH2:26][C:27]([N:29]3[CH2:34][CH2:33][N:32]([CH2:35][C:36]4[CH:37]=[CH:38][C:39]([F:42])=[CH:40][CH:41]=4)[CH2:31][C@H:30]3[CH3:43])=[O:28])[CH2:16][NH:15][C:20]=2[CH:21]=1, predict the reactants needed to synthesize it. The reactants are: FC(F)(F)C(O)=O.C(OC([N:15]1[C:20]2[CH:21]=[C:22]([Cl:25])[CH:23]=[CH:24][C:19]=2[O:18][CH:17]([CH2:26][C:27]([N:29]2[CH2:34][CH2:33][N:32]([CH2:35][C:36]3[CH:41]=[CH:40][C:39]([F:42])=[CH:38][CH:37]=3)[CH2:31][C@H:30]2[CH3:43])=[O:28])[CH2:16]1)=O)(C)(C)C. (2) Given the product [BrH:1].[Cl:14][C:13]1[C:7]2[CH:6]=[C:5]([C:3]3[N:19]4[CH2:20][CH2:21][N:17]=[C:18]4[S:22][C:2]=3[CH2:15][CH3:16])[S:9][C:8]=2[CH:10]=[CH:11][CH:12]=1, predict the reactants needed to synthesize it. The reactants are: [Br:1][CH:2]([CH2:15][CH3:16])[C:3]([C:5]1[S:9][C:8]2[CH:10]=[CH:11][CH:12]=[C:13]([Cl:14])[C:7]=2[CH:6]=1)=O.[NH:17]1[CH2:21][CH2:20][NH:19][C:18]1=[S:22].C(O)C.